The task is: Predict the reaction yield, written as a fraction of the theoretical maximum amount of product (1.0 means a 100% yield; for example, 0.34 means a 34% yield).. This data is from Reaction yield outcomes from USPTO patents with 853,638 reactions. (1) The catalyst is CCO.[Pd]. The yield is 0.950. The product is [NH2:1][C:4]1[CH:9]=[CH:8][C:7]([N:10]2[CH2:14][CH2:13][N:12]([C:15]3[CH:16]=[CH:17][C:18]([O:21][C:22]([F:24])([F:25])[F:23])=[CH:19][CH:20]=3)[C:11]2=[O:26])=[CH:6][CH:5]=1. The reactants are [N+:1]([C:4]1[CH:9]=[CH:8][C:7]([N:10]2[CH:14]=[CH:13][N:12]([C:15]3[CH:20]=[CH:19][C:18]([O:21][C:22]([F:25])([F:24])[F:23])=[CH:17][CH:16]=3)[C:11]2=[O:26])=[CH:6][CH:5]=1)([O-])=O. (2) The reactants are [N:1]1([C:7]2[CH:14]=[CH:13][C:10]([CH:11]=O)=[CH:9][CH:8]=2)[CH2:6][CH2:5][O:4][CH2:3][CH2:2]1.[OH-:15].[K+].[CH:17](Br)(Br)Br.[OH-:21].[K+].[CH3:23][OH:24]. The catalyst is CO.O1CCOCC1. The product is [CH3:17][O:15][CH:11]([C:10]1[CH:13]=[CH:14][C:7]([N:1]2[CH2:6][CH2:5][O:4][CH2:3][CH2:2]2)=[CH:8][CH:9]=1)[C:23]([OH:24])=[O:21]. The yield is 0.580. (3) The reactants are [NH2:1][C:2]1[C:3]2[C:10](Br)=[CH:9][N:8]([CH:12]3[CH2:17][CH2:16][N:15]([C:18]([O:20][C:21]([CH3:24])([CH3:23])[CH3:22])=[O:19])[CH2:14][CH2:13]3)[C:4]=2[N:5]=[CH:6][N:7]=1.[CH3:25][C:26]1[CH:27]=[C:28]([CH2:32][C:33]([N:35]2[C:43]3[C:38](=[CH:39][C:40](B4OC(C)(C)C(C)(C)O4)=[CH:41][CH:42]=3)[CH2:37][CH2:36]2)=[O:34])[CH:29]=[CH:30][CH:31]=1.C([O-])(O)=O.[Na+]. The catalyst is O1CCOCC1.O.C1C=CC([P]([Pd]([P](C2C=CC=CC=2)(C2C=CC=CC=2)C2C=CC=CC=2)([P](C2C=CC=CC=2)(C2C=CC=CC=2)C2C=CC=CC=2)[P](C2C=CC=CC=2)(C2C=CC=CC=2)C2C=CC=CC=2)(C2C=CC=CC=2)C2C=CC=CC=2)=CC=1. The product is [NH2:1][C:2]1[C:3]2[C:10]([C:40]3[CH:39]=[C:38]4[C:43](=[CH:42][CH:41]=3)[N:35]([C:33](=[O:34])[CH2:32][C:28]3[CH:29]=[CH:30][CH:31]=[C:26]([CH3:25])[CH:27]=3)[CH2:36][CH2:37]4)=[CH:9][N:8]([CH:12]3[CH2:17][CH2:16][N:15]([C:18]([O:20][C:21]([CH3:24])([CH3:23])[CH3:22])=[O:19])[CH2:14][CH2:13]3)[C:4]=2[N:5]=[CH:6][N:7]=1. The yield is 0.800. (4) The reactants are I[C:2]1[C:3]2[S:11][CH:10]=[C:9]([C:12]3[CH:17]=[CH:16][C:15]([O:18][C:19]4[CH:24]=[CH:23][CH:22]=[CH:21][CH:20]=4)=[CH:14][CH:13]=3)[C:4]=2[C:5]([NH2:8])=[N:6][CH:7]=1.[C:25]([O:29][C:30]([CH3:33])([CH3:32])[CH3:31])(=[O:28])[CH:26]=[CH2:27].C1C=CC(P(C2C=CC=CC=2)C2C=CC=CC=2)=CC=1.C([O-])([O-])=O.[Na+].[Na+]. The catalyst is CC([O-])=O.CC([O-])=O.[Pd+2].CN(C=O)C. The product is [NH2:8][C:5]1[C:4]2[C:9]([C:12]3[CH:17]=[CH:16][C:15]([O:18][C:19]4[CH:24]=[CH:23][CH:22]=[CH:21][CH:20]=4)=[CH:14][CH:13]=3)=[CH:10][S:11][C:3]=2[C:2](/[CH:27]=[CH:26]/[C:25]([O:29][C:30]([CH3:33])([CH3:32])[CH3:31])=[O:28])=[CH:7][N:6]=1. The yield is 0.760. (5) The reactants are Br[C:2]1[N:7]=[C:6]([C:8]2[CH2:13][CH2:12][C:11]([CH3:15])([CH3:14])[CH2:10][CH:9]=2)[C:5]([NH:16][C:17]([C:19]2[N:20]([CH2:26][O:27][CH2:28][CH2:29][Si:30]([CH3:33])([CH3:32])[CH3:31])[CH:21]=[C:22]([C:24]#[N:25])[N:23]=2)=[O:18])=[CH:4][CH:3]=1.C([Sn](CCCC)(CCCC)[C:39]([O:41][CH2:42][CH3:43])=[CH2:40])CCC.CN(C=O)C. The catalyst is CCOC(C)=O.C1C=CC([P]([Pd]([P](C2C=CC=CC=2)(C2C=CC=CC=2)C2C=CC=CC=2)([P](C2C=CC=CC=2)(C2C=CC=CC=2)C2C=CC=CC=2)[P](C2C=CC=CC=2)(C2C=CC=CC=2)C2C=CC=CC=2)(C2C=CC=CC=2)C2C=CC=CC=2)=CC=1. The product is [CH3:14][C:11]1([CH3:15])[CH2:12][CH2:13][C:8]([C:6]2[C:5]([NH:16][C:17]([C:19]3[N:20]([CH2:26][O:27][CH2:28][CH2:29][Si:30]([CH3:33])([CH3:32])[CH3:31])[CH:21]=[C:22]([C:24]#[N:25])[N:23]=3)=[O:18])=[CH:4][CH:3]=[C:2]([C:39]([O:41][CH2:42][CH3:43])=[CH2:40])[N:7]=2)=[CH:9][CH2:10]1. The yield is 0.430.